From a dataset of NCI-60 drug combinations with 297,098 pairs across 59 cell lines. Regression. Given two drug SMILES strings and cell line genomic features, predict the synergy score measuring deviation from expected non-interaction effect. (1) Drug 1: C1=C(C(=O)NC(=O)N1)N(CCCl)CCCl. Drug 2: CCCS(=O)(=O)NC1=C(C(=C(C=C1)F)C(=O)C2=CNC3=C2C=C(C=N3)C4=CC=C(C=C4)Cl)F. Cell line: UACC62. Synergy scores: CSS=32.5, Synergy_ZIP=-9.89, Synergy_Bliss=-8.08, Synergy_Loewe=-5.64, Synergy_HSA=-3.26. (2) Drug 1: CN(C)N=NC1=C(NC=N1)C(=O)N. Drug 2: CC(C)NC(=O)C1=CC=C(C=C1)CNNC.Cl. Cell line: SF-295. Synergy scores: CSS=13.3, Synergy_ZIP=-2.28, Synergy_Bliss=1.46, Synergy_Loewe=0.937, Synergy_HSA=1.65. (3) Drug 1: C1=C(C(=O)NC(=O)N1)F. Drug 2: CC1CCCC2(C(O2)CC(NC(=O)CC(C(C(=O)C(C1O)C)(C)C)O)C(=CC3=CSC(=N3)C)C)C. Cell line: 786-0. Synergy scores: CSS=12.4, Synergy_ZIP=-4.58, Synergy_Bliss=-10.2, Synergy_Loewe=-10.4, Synergy_HSA=-10.3. (4) Drug 1: C1=CC(=C2C(=C1NCCNCCO)C(=O)C3=C(C=CC(=C3C2=O)O)O)NCCNCCO. Drug 2: C1CC(C1)(C(=O)O)C(=O)O.[NH2-].[NH2-].[Pt+2]. Cell line: RXF 393. Synergy scores: CSS=54.2, Synergy_ZIP=-3.56, Synergy_Bliss=-4.34, Synergy_Loewe=-0.686, Synergy_HSA=0.304. (5) Drug 1: C1=C(C(=O)NC(=O)N1)F. Drug 2: CC1CCC2CC(C(=CC=CC=CC(CC(C(=O)C(C(C(=CC(C(=O)CC(OC(=O)C3CCCCN3C(=O)C(=O)C1(O2)O)C(C)CC4CCC(C(C4)OC)O)C)C)O)OC)C)C)C)OC. Cell line: UO-31. Synergy scores: CSS=29.6, Synergy_ZIP=-14.0, Synergy_Bliss=-14.1, Synergy_Loewe=-5.32, Synergy_HSA=-3.98. (6) Drug 1: CN(C)C1=NC(=NC(=N1)N(C)C)N(C)C. Drug 2: C(CCl)NC(=O)N(CCCl)N=O. Cell line: RPMI-8226. Synergy scores: CSS=5.24, Synergy_ZIP=-0.0555, Synergy_Bliss=1.69, Synergy_Loewe=-27.2, Synergy_HSA=-6.60. (7) Drug 1: CCC(=C(C1=CC=CC=C1)C2=CC=C(C=C2)OCCN(C)C)C3=CC=CC=C3.C(C(=O)O)C(CC(=O)O)(C(=O)O)O. Drug 2: C1C(C(OC1N2C=NC3=C2NC=NCC3O)CO)O. Cell line: HS 578T. Synergy scores: CSS=2.67, Synergy_ZIP=-0.215, Synergy_Bliss=0.345, Synergy_Loewe=2.36, Synergy_HSA=-0.646. (8) Drug 1: CN1CCC(CC1)COC2=C(C=C3C(=C2)N=CN=C3NC4=C(C=C(C=C4)Br)F)OC. Drug 2: CC12CCC(CC1=CCC3C2CCC4(C3CC=C4C5=CN=CC=C5)C)O. Cell line: HL-60(TB). Synergy scores: CSS=-9.23, Synergy_ZIP=7.98, Synergy_Bliss=9.53, Synergy_Loewe=0.195, Synergy_HSA=1.09. (9) Drug 1: CN1C(=O)N2C=NC(=C2N=N1)C(=O)N. Drug 2: C1C(C(OC1N2C=NC3=C2NC=NCC3O)CO)O. Cell line: SNB-19. Synergy scores: CSS=3.46, Synergy_ZIP=-0.345, Synergy_Bliss=0.0223, Synergy_Loewe=1.99, Synergy_HSA=1.16. (10) Drug 1: CC1CCC2CC(C(=CC=CC=CC(CC(C(=O)C(C(C(=CC(C(=O)CC(OC(=O)C3CCCCN3C(=O)C(=O)C1(O2)O)C(C)CC4CCC(C(C4)OC)OCCO)C)C)O)OC)C)C)C)OC. Drug 2: CC(C)NC(=O)C1=CC=C(C=C1)CNNC.Cl. Cell line: SK-OV-3. Synergy scores: CSS=11.2, Synergy_ZIP=-4.33, Synergy_Bliss=-2.76, Synergy_Loewe=-48.3, Synergy_HSA=-3.06.